This data is from Peptide-MHC class II binding affinity with 134,281 pairs from IEDB. The task is: Regression. Given a peptide amino acid sequence and an MHC pseudo amino acid sequence, predict their binding affinity value. This is MHC class II binding data. (1) The peptide sequence is SQDLELSHNLNGLQAY. The MHC is HLA-DQA10301-DQB10302 with pseudo-sequence HLA-DQA10301-DQB10302. The binding affinity (normalized) is 0.345. (2) The peptide sequence is SCWAFSGVAATESAY. The MHC is DRB1_0901 with pseudo-sequence DRB1_0901. The binding affinity (normalized) is 0.688. (3) The peptide sequence is FQEFMIVPSGAPSFT. The MHC is HLA-DQA10201-DQB10202 with pseudo-sequence HLA-DQA10201-DQB10202. The binding affinity (normalized) is 0.0420. (4) The peptide sequence is EEFVVEFDLPGIK. The MHC is DRB1_0401 with pseudo-sequence DRB1_0401. The binding affinity (normalized) is 0.618.